From a dataset of Forward reaction prediction with 1.9M reactions from USPTO patents (1976-2016). Predict the product of the given reaction. (1) Given the reactants [Cl:1][C:2]1[CH:7]=[CH:6][N:5]=[C:4]2[NH:8][CH:9]=[C:10]([C:11]#[N:12])[C:3]=12.[H-].[Na+].Cl[CH2:16][O:17][CH2:18][CH2:19][Si:20]([CH3:23])([CH3:22])[CH3:21], predict the reaction product. The product is: [Cl:1][C:2]1[CH:7]=[CH:6][N:5]=[C:4]2[N:8]([CH2:16][O:17][CH2:18][CH2:19][Si:20]([CH3:23])([CH3:22])[CH3:21])[CH:9]=[C:10]([C:11]#[N:12])[C:3]=12. (2) Given the reactants F[C:2]1[C:7]([C:8]([F:11])([F:10])[F:9])=[CH:6][CH:5]=[CH:4][C:3]=1[C:12]([C:14]1[CH:19]=[CH:18][C:17]([O:20][CH3:21])=[CH:16][CH:15]=1)=O.Cl.[Br:23][C:24]1[CH:29]=[CH:28][C:27]([NH:30][NH2:31])=[CH:26][CH:25]=1, predict the reaction product. The product is: [Br:23][C:24]1[CH:29]=[CH:28][C:27]([N:30]2[C:2]3[C:3](=[CH:4][CH:5]=[CH:6][C:7]=3[C:8]([F:11])([F:10])[F:9])[C:12]([C:14]3[CH:19]=[CH:18][C:17]([O:20][CH3:21])=[CH:16][CH:15]=3)=[N:31]2)=[CH:26][CH:25]=1. (3) Given the reactants C([O:8][C:9]1[CH:10]=[C:11]([C:20](=[O:26])[CH:21](OCC)O)[C:12]2[O:17][CH2:16][C:15](=[O:18])[NH:14][C:13]=2[CH:19]=1)C1C=CC=CC=1.[CH3:27][C:28]([NH2:45])([CH3:44])[CH2:29][CH2:30][N:31]1[C:35]([CH3:36])=[N:34][C:33]([C:37]2[CH:42]=[CH:41][C:40]([CH3:43])=[CH:39][CH:38]=2)=[N:32]1.FC(F)(F)C([O-])=O, predict the reaction product. The product is: [CH3:44][C:28]([NH:45][CH2:21][CH:20]([C:11]1[C:12]2[O:17][CH2:16][C:15](=[O:18])[NH:14][C:13]=2[CH:19]=[C:9]([OH:8])[CH:10]=1)[OH:26])([CH3:27])[CH2:29][CH2:30][N:31]1[C:35]([CH3:36])=[N:34][C:33]([C:37]2[CH:38]=[CH:39][C:40]([CH3:43])=[CH:41][CH:42]=2)=[N:32]1. (4) Given the reactants Br[C:2]1[CH:11]=[N:10][CH:9]=[CH:8][C:3]=1[C:4]([O:6]C)=O.Cl.[NH2:13][C:14]1[CH:19]=[CH:18][CH:17]=[CH:16][C:15]=1B(O)O.C(=O)([O-])[O-].[Cs+].[Cs+], predict the reaction product. The product is: [CH:11]1[N:10]=[CH:9][CH:8]=[C:3]2[C:2]=1[C:15]1[CH:16]=[CH:17][CH:18]=[CH:19][C:14]=1[NH:13][C:4]2=[O:6]. (5) Given the reactants Cl[C:2]1[N:7]=[C:6]([NH:8][CH2:9][CH2:10][NH:11][C:12](=[O:14])[CH3:13])[C:5]([C:15]2[S:16][CH:17]=[CH:18][CH:19]=2)=[CH:4][N:3]=1.[NH2:20][C:21]1[CH:26]=[CH:25][C:24]([S:27]([CH3:35])(=[N:29][C:30]([O:32][CH2:33][CH3:34])=[O:31])=[O:28])=[CH:23][CH:22]=1, predict the reaction product. The product is: [C:12]([NH:11][CH2:10][CH2:9][NH:8][C:6]1[C:5]([C:15]2[S:16][CH:17]=[CH:18][CH:19]=2)=[CH:4][N:3]=[C:2]([NH:20][C:21]2[CH:26]=[CH:25][C:24]([S:27]([CH3:35])(=[N:29][C:30]([O:32][CH2:33][CH3:34])=[O:31])=[O:28])=[CH:23][CH:22]=2)[N:7]=1)(=[O:14])[CH3:13]. (6) Given the reactants [CH:1]1([N:7]([C@H:19]2[CH2:24][CH2:23][C@H:22]([CH3:25])[CH2:21][CH2:20]2)[C:8]([NH:10][C:11]2[S:12][C:13]([S:16]C#N)=[CH:14][N:15]=2)=[O:9])[CH2:6][CH2:5][CH2:4][CH2:3][CH2:2]1.SC[C@@H]([C@@H](CS)O)O.Cl[CH2:35][CH2:36][N:37]1[CH2:42][CH2:41][CH2:40][CH2:39][CH2:38]1, predict the reaction product. The product is: [CH:1]1([N:7]([C@H:19]2[CH2:24][CH2:23][C@H:22]([CH3:25])[CH2:21][CH2:20]2)[C:8]([NH:10][C:11]2[S:12][C:13]([S:16][CH2:35][CH2:36][N:37]3[CH2:42][CH2:41][CH2:40][CH2:39][CH2:38]3)=[CH:14][N:15]=2)=[O:9])[CH2:6][CH2:5][CH2:4][CH2:3][CH2:2]1.